Dataset: Forward reaction prediction with 1.9M reactions from USPTO patents (1976-2016). Task: Predict the product of the given reaction. (1) The product is: [CH2:8]([NH:15][C:16]([C:18]1[S:22][C:21]([NH:23][C:5]([CH:1]2[CH2:4][CH2:3][CH2:2]2)=[O:6])=[N:20][C:19]=1[CH3:24])=[O:17])[C:9]1[CH:14]=[CH:13][CH:12]=[CH:11][CH:10]=1. Given the reactants [CH:1]1([C:5](Cl)=[O:6])[CH2:4][CH2:3][CH2:2]1.[CH2:8]([NH:15][C:16]([C:18]1[S:22][C:21]([NH2:23])=[N:20][C:19]=1[CH3:24])=[O:17])[C:9]1[CH:14]=[CH:13][CH:12]=[CH:11][CH:10]=1, predict the reaction product. (2) Given the reactants [Br:1][C:2]1[C:10]([F:11])=[CH:9][C:5](C(O)=O)=[C:4]([NH:12][CH:13]([C:15]([OH:17])=O)[CH3:14])[CH:3]=1.[C:18]([O-:21])(=O)[CH3:19].[Na+].[C:23](OC(=O)C)(=[O:25])[CH3:24], predict the reaction product. The product is: [C:23]([O:17][C:15]1[C:5]2[C:4](=[CH:3][C:2]([Br:1])=[C:10]([F:11])[CH:9]=2)[N:12]([C:18](=[O:21])[CH3:19])[C:13]=1[CH3:14])(=[O:25])[CH3:24].